This data is from Reaction yield outcomes from USPTO patents with 853,638 reactions. The task is: Predict the reaction yield, written as a fraction of the theoretical maximum amount of product (1.0 means a 100% yield; for example, 0.34 means a 34% yield). (1) The reactants are [N:1]1[CH:6]=[CH:5][CH:4]=[C:3]([NH:7][C:8](=[O:15])OCC(Cl)(Cl)Cl)[N:2]=1.[F:16][C:17]1[C:22]([F:23])=[CH:21][CH:20]=[CH:19][C:18]=1[C:24]1[N:29]=[C:28]([N:30]2[CH2:35][CH2:34][NH:33][CH2:32][CH2:31]2)[CH:27]=[CH:26][N:25]=1. The catalyst is C(OCC)(=O)C.CCCCCC. The product is [F:16][C:17]1[C:22]([F:23])=[CH:21][CH:20]=[CH:19][C:18]=1[C:24]1[N:29]=[C:28]([N:30]2[CH2:35][CH2:34][N:33]([C:8]([NH:7][C:3]3[N:2]=[N:1][CH:6]=[CH:5][CH:4]=3)=[O:15])[CH2:32][CH2:31]2)[CH:27]=[CH:26][N:25]=1. The yield is 0.170. (2) The reactants are [NH2:1][C:2]1[CH:7]=[CH:6][C:5]([C:8]2[CH:13]=[CH:12][C:11]([C:14](=[O:26])[CH2:15][CH:16]([CH2:21][CH2:22][N:23]([CH3:25])[CH3:24])[C:17]([O:19]C)=[O:18])=[CH:10][CH:9]=2)=[CH:4][CH:3]=1.Cl[C:28]1[S:29][C:30]2[CH:36]=[C:35]([Cl:37])[CH:34]=[CH:33][C:31]=2[N:32]=1.S1C2C=CC=CC=2N=C1NC1C=CC(C2C=CC(C(=O)CC(C)(C)C(O)=O)=CC=2)=CC=1.FC(F)(F)C([O-])=O. No catalyst specified. The product is [Cl:37][C:35]1[CH:34]=[CH:33][C:31]2[N:32]=[C:28]([NH:1][C:2]3[CH:7]=[CH:6][C:5]([C:8]4[CH:13]=[CH:12][C:11]([C:14](=[O:26])[CH2:15][CH:16]([CH2:21][CH2:22][N:23]([CH3:24])[CH3:25])[C:17]([OH:19])=[O:18])=[CH:10][CH:9]=4)=[CH:4][CH:3]=3)[S:29][C:30]=2[CH:36]=1. The yield is 0.130. (3) The reactants are [Cl:1][C:2]1[C:27]([O:28][CH3:29])=[N:26][C:5]2[N:6]=[C:7]([N:13]3[CH2:18][CH2:17][N:16](C(OC(C)(C)C)=O)[CH2:15][CH2:14]3)[C:8]3[N:9]([CH:10]=[N:11][N:12]=3)[C:4]=2[CH:3]=1.C(O)(C(F)(F)F)=O. The catalyst is C(Cl)Cl. The product is [Cl:1][C:2]1[C:27]([O:28][CH3:29])=[N:26][C:5]2[N:6]=[C:7]([N:13]3[CH2:18][CH2:17][NH:16][CH2:15][CH2:14]3)[C:8]3[N:9]([CH:10]=[N:11][N:12]=3)[C:4]=2[CH:3]=1. The yield is 0.600.